Dataset: Full USPTO retrosynthesis dataset with 1.9M reactions from patents (1976-2016). Task: Predict the reactants needed to synthesize the given product. (1) Given the product [Cl:1][C:2]1[CH:3]=[CH:4][C:5]2[O:18][CH2:19][N:9]3[C:10]4[CH:11]=[CH:12][CH:13]=[C:14]([F:17])[C:15]=4[CH:16]=[C:8]3[C:6]=2[N:7]=1, predict the reactants needed to synthesize it. The reactants are: [Cl:1][C:2]1[N:7]=[C:6]([C:8]2[NH:9][C:10]3[C:15]([CH:16]=2)=[C:14]([F:17])[CH:13]=[CH:12][CH:11]=3)[C:5]([OH:18])=[CH:4][CH:3]=1.[C:19]([O-])([O-])=O.[Cs+].[Cs+].ClCI. (2) Given the product [N:5]1[CH:6]=[CH:7][C:2]([C:1]2[S:8][C:16]3[CH2:17][N:18]([C:23]([O:25][CH2:26][CH3:27])=[O:24])[CH2:19][CH2:20][C:21]=3[N:9]=2)=[CH:3][CH:4]=1, predict the reactants needed to synthesize it. The reactants are: [C:1]([NH2:9])(=[S:8])[C:2]1[CH:7]=[CH:6][N:5]=[CH:4][CH:3]=1.C(=O)([O-])[O-].[Ca+2].Br[CH:16]1[C:21](=O)[CH2:20][CH2:19][N:18]([C:23]([O:25][CH2:26][CH3:27])=[O:24])[CH2:17]1. (3) The reactants are: C(OC(=O)C[CH2:8][C:9]1[CH:14]=[CH:13][C:12]([OH:15])=[CH:11][C:10]=1[CH2:16][O:17][C:18]1[CH:23]=[CH:22][C:21]([C:24]([F:27])([F:26])[F:25])=[CH:20][CH:19]=1)(C)(C)C.[C:29]1([C:54]2[CH:59]=[CH:58][CH:57]=[CH:56][CH:55]=2)[CH:34]=[CH:33][C:32]([C:35]2[O:36][C:37]([CH3:53])=[C:38]([CH2:40][CH2:41]OS(C3C=CC(C)=CC=3)(=O)=O)[N:39]=2)=[CH:31][CH:30]=1.[CH3:60]N(C=O)C.[C:65](=[O:68])([O-])[O-:66].[Cs+].[Cs+]. Given the product [C:29]1([C:54]2[CH:55]=[CH:56][CH:57]=[CH:58][CH:59]=2)[CH:34]=[CH:33][C:32]([C:35]2[O:36][C:37]([CH3:53])=[C:38]([CH2:40][CH2:41][O:15][C:12]3[CH:13]=[CH:14][C:9]([CH2:8][CH2:60][C:65]([OH:66])=[O:68])=[C:10]([CH2:16][O:17][C:18]4[CH:23]=[CH:22][C:21]([C:24]([F:25])([F:27])[F:26])=[CH:20][CH:19]=4)[CH:11]=3)[N:39]=2)=[CH:31][CH:30]=1, predict the reactants needed to synthesize it. (4) Given the product [C:34]([NH:2][C@H:3]1[CH2:8][CH2:7][C@H:6]([NH:9][C:10]([C:12]2[C:16]3[N:17]=[CH:18][N:19]=[C:20]([C:21]4[CH:26]=[C:25]([CH3:27])[CH:24]=[CH:23][C:22]=4[O:28][CH2:29][CH:30]4[CH2:31][CH2:32]4)[C:15]=3[NH:14][C:13]=2[CH3:33])=[O:11])[CH2:5][CH2:4]1)(=[O:36])[CH3:35], predict the reactants needed to synthesize it. The reactants are: Cl.[NH2:2][C@H:3]1[CH2:8][CH2:7][C@H:6]([NH:9][C:10]([C:12]2[C:16]3[N:17]=[CH:18][N:19]=[C:20]([C:21]4[CH:26]=[C:25]([CH3:27])[CH:24]=[CH:23][C:22]=4[O:28][CH2:29][CH:30]4[CH2:32][CH2:31]4)[C:15]=3[NH:14][C:13]=2[CH3:33])=[O:11])[CH2:5][CH2:4]1.[C:34](Cl)(=[O:36])[CH3:35]. (5) The reactants are: F[C:2]1[CH:3]=[C:4]([CH:7]=[C:8]([C:10]([F:13])([F:12])[F:11])[CH:9]=1)[C:5]#[N:6].[NH:14]1[CH2:19][CH2:18][O:17][CH2:16][CH2:15]1. Given the product [N:14]1([C:2]2[CH:3]=[C:4]([CH:7]=[C:8]([C:10]([F:13])([F:12])[F:11])[CH:9]=2)[C:5]#[N:6])[CH2:19][CH2:18][O:17][CH2:16][CH2:15]1, predict the reactants needed to synthesize it. (6) Given the product [CH2:19]([C:17]1[CH:16]=[CH:15][C:12]2[CH2:13][CH2:14][NH:8][CH2:9][C@@H:10]([CH3:27])[C:11]=2[CH:18]=1)[C:20]1[CH:21]=[CH:22][CH:23]=[CH:24][CH:25]=1, predict the reactants needed to synthesize it. The reactants are: C(OC([N:8]1[CH2:14][CH2:13][C:12]2[CH:15]=[CH:16][C:17]([C:19](=O)[C:20]3[CH:25]=[CH:24][CH:23]=[CH:22][CH:21]=3)=[CH:18][C:11]=2[C@H:10]([CH3:27])[CH2:9]1)=O)(C)(C)C.[H][H].Cl. (7) Given the product [N:29]([CH2:25][CH:23]([OH:24])[CH2:22][O:21][C:14]1([CH3:26])[C:6]2[C:7]([O:12][CH3:13])=[N:8][C:9]3[C:4]([C:5]=2[C:20]2[C:15]1=[CH:16][CH:17]=[CH:18][CH:19]=2)=[CH:3][C:2]([Br:1])=[CH:11][CH:10]=3)=[N+:30]=[N-:31], predict the reactants needed to synthesize it. The reactants are: [Br:1][C:2]1[CH:3]=[C:4]2[C:9](=[CH:10][CH:11]=1)[N:8]=[C:7]([O:12][CH3:13])[C:6]1[C:14]([CH3:26])([O:21][CH2:22][CH:23]3[CH2:25][O:24]3)[C:15]3[C:20]([C:5]2=1)=[CH:19][CH:18]=[CH:17][CH:16]=3.[Cl-].[NH4+].[N-:29]=[N+:30]=[N-:31].[Na+]. (8) Given the product [Cl:3][C:4]1[C:12]2[N:11]([CH2:27][C:28]([O:30][CH2:31][CH3:32])=[O:29])[C:10]3[CH2:13][CH2:14][N:15]([C:18]([O:20][C:21]([CH3:22])([CH3:24])[CH3:23])=[O:19])[CH2:16][CH2:17][C:9]=3[C:8]=2[C:7]([Cl:25])=[CH:6][CH:5]=1, predict the reactants needed to synthesize it. The reactants are: [H-].[Na+].[Cl:3][C:4]1[C:12]2[NH:11][C:10]3[CH2:13][CH2:14][N:15]([C:18]([O:20][C:21]([CH3:24])([CH3:23])[CH3:22])=[O:19])[CH2:16][CH2:17][C:9]=3[C:8]=2[C:7]([Cl:25])=[CH:6][CH:5]=1.Br[CH2:27][C:28]([O:30][CH2:31][CH3:32])=[O:29].